Dataset: Catalyst prediction with 721,799 reactions and 888 catalyst types from USPTO. Task: Predict which catalyst facilitates the given reaction. (1) Reactant: [Cl:1][C:2]1[CH:26]=[CH:25][C:5]([C:6]([NH:8][CH:9]([C:19]2[CH:24]=[CH:23][CH:22]=[CH:21][CH:20]=2)[CH2:10][NH:11]C(=O)OC(C)(C)C)=[O:7])=[CH:4][C:3]=1[NH:27][C:28]([C:30]1[C:50](=[O:51])[NH:49][C:33]2[N:34]=[C:35]([NH:38][CH2:39][CH2:40][CH2:41][N:42]3[CH2:47][CH2:46][N:45]([CH3:48])[CH2:44][CH2:43]3)[N:36]=[CH:37][C:32]=2[CH:31]=1)=[O:29].O1CCOCC1.Cl.[OH-].[Na+]. Product: [NH2:11][CH2:10][CH:9]([NH:8][C:6]([C:5]1[CH:25]=[CH:26][C:2]([Cl:1])=[C:3]([NH:27][C:28]([C:30]2[C:50](=[O:51])[NH:49][C:33]3[N:34]=[C:35]([NH:38][CH2:39][CH2:40][CH2:41][N:42]4[CH2:47][CH2:46][N:45]([CH3:48])[CH2:44][CH2:43]4)[N:36]=[CH:37][C:32]=3[CH:31]=2)=[O:29])[CH:4]=1)=[O:7])[C:19]1[CH:24]=[CH:23][CH:22]=[CH:21][CH:20]=1. The catalyst class is: 5. (2) Reactant: [NH2:1][C:2]1[N:10]=[CH:9][CH:8]=[CH:7][C:3]=1[C:4]([OH:6])=O.ON1C2C=CC=CC=2N=N1.CCN=C=NCCCN(C)C.[F:32][C:33]1[CH:40]=[CH:39][C:36]([CH2:37][NH2:38])=[CH:35][C:34]=1[O:41][C:42]1[CH:47]=[CH:46][CH:45]=[CH:44][CH:43]=1. Product: [F:32][C:33]1[CH:40]=[CH:39][C:36]([CH2:37][NH:38][C:4](=[O:6])[C:3]2[CH:7]=[CH:8][CH:9]=[N:10][C:2]=2[NH2:1])=[CH:35][C:34]=1[O:41][C:42]1[CH:43]=[CH:44][CH:45]=[CH:46][CH:47]=1. The catalyst class is: 136. (3) Reactant: [C:1]([O:16][C@@H:17]([CH3:42])[C@H:18]([NH:31][C:32]([O:34][CH2:35][C:36]1[CH:41]=[CH:40][CH:39]=[CH:38][CH:37]=1)=[O:33])[C:19]([NH:21][CH2:22][CH2:23][CH:24](OCC)[O:25]CC)=[O:20])(=[O:15])[CH2:2][CH2:3][CH2:4][CH2:5][CH2:6][CH2:7][CH2:8][CH2:9][CH2:10][CH2:11][CH2:12][CH2:13][CH3:14].Cl.C(=O)(O)[O-].[Na+]. Product: [C:1]([O:16][C@@H:17]([CH3:42])[C@H:18]([NH:31][C:32]([O:34][CH2:35][C:36]1[CH:37]=[CH:38][CH:39]=[CH:40][CH:41]=1)=[O:33])[C:19](=[O:20])[NH:21][CH2:22][CH2:23][CH:24]=[O:25])(=[O:15])[CH2:2][CH2:3][CH2:4][CH2:5][CH2:6][CH2:7][CH2:8][CH2:9][CH2:10][CH2:11][CH2:12][CH2:13][CH3:14]. The catalyst class is: 7.